Dataset: Forward reaction prediction with 1.9M reactions from USPTO patents (1976-2016). Task: Predict the product of the given reaction. (1) Given the reactants Cl.[F:2][C:3]([F:15])([F:14])[C:4]1[CH:13]=[C:12]2[C:7]([CH2:8][CH2:9][NH:10][CH2:11]2)=[CH:6][CH:5]=1.[O:16]=[C:17]1[CH:22]([C:23]2[CH:28]=[CH:27][CH:26]=[CH:25][CH:24]=2)[CH2:21][CH2:20][CH2:19][N:18]1[CH2:29][C:30](O)=[O:31].C(N=C=NCCCN(C)C)C, predict the reaction product. The product is: [O:31]=[C:30]([N:10]1[CH2:9][CH2:8][C:7]2[C:12](=[CH:13][C:4]([C:3]([F:2])([F:14])[F:15])=[CH:5][CH:6]=2)[CH2:11]1)[CH2:29][N:18]1[CH2:19][CH2:20][CH2:21][CH:22]([C:23]2[CH:28]=[CH:27][CH:26]=[CH:25][CH:24]=2)[C:17]1=[O:16]. (2) Given the reactants [Cl:1][C:2]1[CH:10]=[CH:9][C:5]([C:6]([OH:8])=O)=[CH:4][C:3]=1[NH:11][C:12]([C:14]1[C:15](=[O:31])[NH:16][C:17]2[C:22]([CH:23]=1)=[CH:21][C:20]([O:24][CH2:25][CH2:26][O:27][CH3:28])=[C:19]([O:29][CH3:30])[CH:18]=2)=[O:13].[NH2:32][CH:33]([C:44]1[CH:49]=[CH:48][CH:47]=[CH:46][CH:45]=1)[CH2:34][CH2:35][NH:36]C(=O)OC(C)(C)C, predict the reaction product. The product is: [NH2:36][CH2:35][CH2:34][C@@H:33]([NH:32][C:6]([C:5]1[CH:9]=[CH:10][C:2]([Cl:1])=[C:3]([NH:11][C:12]([C:14]2[C:15](=[O:31])[NH:16][C:17]3[C:22]([CH:23]=2)=[CH:21][C:20]([O:24][CH2:25][CH2:26][O:27][CH3:28])=[C:19]([O:29][CH3:30])[CH:18]=3)=[O:13])[CH:4]=1)=[O:8])[C:44]1[CH:49]=[CH:48][CH:47]=[CH:46][CH:45]=1. (3) Given the reactants CS(C)=O.C(Cl)(=O)C(Cl)=O.[OH:11][CH2:12][CH2:13][CH2:14][CH2:15][C:16]1[N:17]([CH2:44][CH2:45][CH3:46])[N:18]=[C:19]2[C:28]=1[C:27]1[CH:26]=[CH:25][CH:24]=[CH:23][C:22]=1[N:21]=[C:20]2[N:29]([C:37]([O:39][C:40]([CH3:43])([CH3:42])[CH3:41])=[O:38])[C:30]([O:32][C:33]([CH3:36])([CH3:35])[CH3:34])=[O:31].C(N(CC)CC)C, predict the reaction product. The product is: [O:11]=[CH:12][CH2:13][CH2:14][CH2:15][C:16]1[N:17]([CH2:44][CH2:45][CH3:46])[N:18]=[C:19]2[C:28]=1[C:27]1[CH:26]=[CH:25][CH:24]=[CH:23][C:22]=1[N:21]=[C:20]2[N:29]([C:37]([O:39][C:40]([CH3:43])([CH3:42])[CH3:41])=[O:38])[C:30]([O:32][C:33]([CH3:36])([CH3:35])[CH3:34])=[O:31]. (4) The product is: [NH2:40][C:36]([C@H:9]1[CH2:10][C@H:11]([O:14][C:15]2[CH:16]=[C:17]3[C:22](=[CH:23][C:24]=2[O:25][CH3:26])[N:21]=[CH:20][N:19]=[C:18]3[NH:27][C:28]2[CH:33]=[CH:32][CH:31]=[C:30]([Cl:34])[C:29]=2[F:35])[CH2:12][CH2:13][N:8]1[C:6]([O:5][C:1]([CH3:3])([CH3:4])[CH3:2])=[O:7])=[O:38]. Given the reactants [C:1]([O:5][C:6]([N:8]1[CH2:13][CH2:12][C@@H:11]([O:14][C:15]2[CH:16]=[C:17]3[C:22](=[CH:23][C:24]=2[O:25][CH3:26])[N:21]=[CH:20][N:19]=[C:18]3[NH:27][C:28]2[CH:33]=[CH:32][CH:31]=[C:30]([Cl:34])[C:29]=2[F:35])[CH2:10][C@@H:9]1[C:36]([OH:38])=O)=[O:7])([CH3:4])([CH3:3])[CH3:2].C[N:40]1CCOCC1.N, predict the reaction product. (5) Given the reactants [F:1][C:2]([F:16])([CH2:12][CH2:13][CH2:14][CH3:15])[C:3](=[O:11])[CH2:4]P(=O)(OC)OC.O.[OH-].[Li+].[C:20]([O:23][C@@H:24]1[C@H:28]([CH2:29]/[CH:30]=[CH:31]\[CH2:32][CH2:33][CH2:34][C:35]([O:37][CH3:38])=[O:36])[C@@H:27]([CH:39]=O)[C@H:26]([O:41][CH:42]2[CH2:47][CH2:46][CH2:45][CH2:44][O:43]2)[CH2:25]1)(=[O:22])[CH3:21], predict the reaction product. The product is: [C:20]([O:23][C@@H:24]1[C@H:28]([CH2:29]/[CH:30]=[CH:31]\[CH2:32][CH2:33][CH2:34][C:35]([O:37][CH3:38])=[O:36])[C@@H:27](/[CH:39]=[CH:4]/[C:3](=[O:11])[C:2]([F:1])([F:16])[CH2:12][CH2:13][CH2:14][CH3:15])[C@H:26]([O:41][CH:42]2[CH2:47][CH2:46][CH2:45][CH2:44][O:43]2)[CH2:25]1)(=[O:22])[CH3:21]. (6) Given the reactants [ClH:1].CN(C)CCCN=C=NCC.C[N:14]([C:16]1[CH:21]=[CH:20][CH:19]=[CH:18][N:17]=1)[CH3:15].[C:22](#[N:24])[CH3:23].[N:25]1([CH:34]2[CH2:42][CH2:41][CH2:40][CH2:39]CCCC2)[CH2:33][CH2:32]CCCCCN1.[OH2:43], predict the reaction product. The product is: [Cl:1][C:18]1[N:17]=[C:16]2[NH:14][CH:15]=[C:23]([C:22]([N:24]3[CH:41]4[CH2:42][CH2:34][N:25]([CH2:39][CH2:40]4)[CH2:33][CH2:32]3)=[O:43])[C:21]2=[CH:20][CH:19]=1. (7) Given the reactants [CH2:1]([CH:3]([CH2:25][CH2:26][CH2:27][CH3:28])[CH2:4][C:5]([CH2:17][CH:18]([CH2:23][CH3:24])[CH2:19][CH2:20][CH2:21][CH3:22])([C:14]([O-:16])=[O:15])[CH:6]([S:10]([OH:13])(=[O:12])=[O:11])[C:7]([O-:9])=[O:8])[CH3:2].[Na+].[Na+].[N+]([O-])([O-])=O.[Ag+:35], predict the reaction product. The product is: [CH2:1]([CH:3]([CH2:25][CH2:26][CH2:27][CH3:28])[CH2:4][C:5]([CH2:17][CH:18]([CH2:23][CH3:24])[CH2:19][CH2:20][CH2:21][CH3:22])([C:14]([O-:16])=[O:15])[CH:6]([S:10]([OH:13])(=[O:11])=[O:12])[C:7]([O-:9])=[O:8])[CH3:2].[Ag+2:35].